The task is: Regression. Given a peptide amino acid sequence and an MHC pseudo amino acid sequence, predict their binding affinity value. This is MHC class I binding data.. This data is from Peptide-MHC class I binding affinity with 185,985 pairs from IEDB/IMGT. (1) The peptide sequence is RVRPKKEVL. The MHC is HLA-A02:12 with pseudo-sequence HLA-A02:12. The binding affinity (normalized) is 0.0847. (2) The peptide sequence is NTTYDFLARK. The MHC is HLA-A33:01 with pseudo-sequence HLA-A33:01. The binding affinity (normalized) is 0.222. (3) The peptide sequence is IPQSLDSYWTSL. The MHC is HLA-B07:02 with pseudo-sequence HLA-B07:02. The binding affinity (normalized) is 0.413. (4) The peptide sequence is FMFSTVATI. The MHC is HLA-A02:02 with pseudo-sequence HLA-A02:02. The binding affinity (normalized) is 0.736. (5) The peptide sequence is FLEESHPGI. The MHC is HLA-A02:16 with pseudo-sequence HLA-A02:16. The binding affinity (normalized) is 0.820.